Dataset: Full USPTO retrosynthesis dataset with 1.9M reactions from patents (1976-2016). Task: Predict the reactants needed to synthesize the given product. (1) Given the product [CH3:32][O:31][C:28]1[N:27]=[CH:26][C:25]([NH:24][C:17]2[C:16]([C:11]3[N:12]=[C:13]([CH3:15])[N:14]=[C:9]([NH2:8])[N:10]=3)=[CH:23][C:20]([CH2:21][N:51]3[CH2:52][CH2:53][CH:48]([S:45]([CH3:44])(=[O:47])=[O:46])[CH2:49][CH2:50]3)=[CH:19][N:18]=2)=[CH:30][CH:29]=1, predict the reactants needed to synthesize it. The reactants are: COC1C=CC(C[N:8](CC2C=CC(OC)=CC=2)[C:9]2[N:14]=[C:13]([CH3:15])[N:12]=[C:11]([C:16]3[C:17]([NH:24][C:25]4[CH:26]=[N:27][C:28]([O:31][CH3:32])=[CH:29][CH:30]=4)=[N:18][CH:19]=[C:20]([CH:23]=3)[CH:21]=O)[N:10]=2)=CC=1.[CH3:44][S:45]([CH:48]1[CH2:53][CH2:52][NH:51][CH2:50][CH2:49]1)(=[O:47])=[O:46]. (2) Given the product [C:21]([C:24]1[CH:28]=[C:27]([C:29]([NH:1][C@@H:2]([CH3:20])[CH2:3][N:4]2[CH:8]=[CH:7][C:6]([C:9]3[CH:16]=[CH:15][C:12]([C:13]#[N:14])=[C:11]([N+:17]([O-:19])=[O:18])[CH:10]=3)=[N:5]2)=[O:30])[NH:26][N:25]=1)(=[O:23])[CH3:22], predict the reactants needed to synthesize it. The reactants are: [NH2:1][C@@H:2]([CH3:20])[CH2:3][N:4]1[CH:8]=[CH:7][C:6]([C:9]2[CH:16]=[CH:15][C:12]([C:13]#[N:14])=[C:11]([N+:17]([O-:19])=[O:18])[CH:10]=2)=[N:5]1.[C:21]([C:24]1[CH:28]=[C:27]([C:29](O)=[O:30])[NH:26][N:25]=1)(=[O:23])[CH3:22]. (3) Given the product [C:1]([C:5]1([NH:23][CH3:22])[CH2:10][CH2:9][N:8]([C:11]([O:13][CH2:14][C:15]2[CH:20]=[CH:19][CH:18]=[CH:17][CH:16]=2)=[O:12])[CH2:7][CH2:6]1)#[N:2], predict the reactants needed to synthesize it. The reactants are: [C-:1]#[N:2].[K+].O=[C:5]1[CH2:10][CH2:9][N:8]([C:11]([O:13][CH2:14][C:15]2[CH:20]=[CH:19][CH:18]=[CH:17][CH:16]=2)=[O:12])[CH2:7][CH2:6]1.Cl.[CH3:22][NH2:23]. (4) Given the product [OH:1][C:2]([C:12]1[CH:13]=[CH:14][C:15]([OH:18])=[CH:16][CH:17]=1)([CH3:11])[CH2:3][NH:4][S:5]([CH:8]([CH3:10])[CH3:9])(=[O:7])=[O:6], predict the reactants needed to synthesize it. The reactants are: [OH:1][C:2]([C:12]1[CH:17]=[CH:16][C:15]([O:18]CC2C=CC=CC=2)=[CH:14][CH:13]=1)([CH3:11])[CH2:3][NH:4][S:5]([CH:8]([CH3:10])[CH3:9])(=[O:7])=[O:6].[H][H].